From a dataset of Reaction yield outcomes from USPTO patents with 853,638 reactions. Predict the reaction yield, written as a fraction of the theoretical maximum amount of product (1.0 means a 100% yield; for example, 0.34 means a 34% yield). (1) The reactants are Br[C:2]1[CH:7]=[CH:6][C:5]([C:8]2[O:12][C:11]([C@@H:13]3[CH2:25][N:23]4[C:24]5[CH:16]([C@@H:17]([NH:26][C:27](=[O:30])[O:28][CH3:29])[CH2:18][CH2:19][C:20]=5[CH:21]=[CH:22]4)[C:15](=[O:31])[CH2:14]3)=[N:10][N:9]=2)=[CH:4][CH:3]=1.[CH3:32][CH:33]([CH3:67])[C@H:34]([NH:62][C:63](=[O:66])[O:64][CH3:65])[C:35](=[O:61])[N:36]1[CH2:40][CH2:39][CH2:38][C@H:37]1[C:41]1[NH:45][C:44]([C:46]2[CH:51]=[CH:50][C:49](B3OC(C)(C)C(C)(C)O3)=[CH:48][CH:47]=2)=[N:43][CH:42]=1.C(=O)([O-])[O-].[Cs+].[Cs+].CN(C=O)C. The catalyst is C1C=CC(P(C2C=CC=CC=2)[C-]2C=CC=C2)=CC=1.C1C=CC(P(C2C=CC=CC=2)[C-]2C=CC=C2)=CC=1.Cl[Pd]Cl.[Fe+2].C(Cl)Cl.O. The product is [CH3:29][O:28][C:27](=[O:30])[NH:26][C@@H:17]1[CH:16]2[C:15](=[O:31])[CH2:14][C@H:13]([C:11]3[O:12][C:8]([C:5]4[CH:6]=[CH:7][C:2]([C:49]5[CH:50]=[CH:51][C:46]([C:44]6[NH:45][C:41]([C@@H:37]7[CH2:38][CH2:39][CH2:40][N:36]7[C:35](=[O:61])[C@@H:34]([NH:62][C:63]([O:64][CH3:65])=[O:66])[CH:33]([CH3:67])[CH3:32])=[CH:42][N:43]=6)=[CH:47][CH:48]=5)=[CH:3][CH:4]=4)=[N:9][N:10]=3)[CH2:25][N:23]3[C:24]2=[C:20]([CH:21]=[CH:22]3)[CH2:19][CH2:18]1. The yield is 0.0250. (2) The reactants are [CH2:1]([C:3]1[C:7]([C:8]2[CH:13]=[CH:12][CH:11]=[CH:10][N:9]=2)=[C:6]([NH2:14])[NH:5][N:4]=1)[CH3:2].[O:15]1[C:19]2[CH:20]=[CH:21][C:22]([C:24](=O)[CH2:25][C:26](OCC)=[O:27])=[CH:23][C:18]=2[O:17][CH2:16]1.CC1C=CC(S(O)(=O)=O)=CC=1. The catalyst is CCCCO. The product is [O:15]1[C:19]2[CH:20]=[CH:21][C:22]([C:24]3[NH:14][C:6]4[N:5]([N:4]=[C:3]([CH2:1][CH3:2])[C:7]=4[C:8]4[CH:13]=[CH:12][CH:11]=[CH:10][N:9]=4)[C:26](=[O:27])[CH:25]=3)=[CH:23][C:18]=2[O:17][CH2:16]1. The yield is 0.260. (3) The reactants are Br[C:2]1[CH:3]=[C:4]([CH3:13])[C:5](=[O:12])[N:6]([CH:8]2[CH2:11][CH2:10][CH2:9]2)[CH:7]=1.[F:14][C:15]1[CH:41]=[C:40]([F:42])[CH:39]=[CH:38][C:16]=1[O:17][C:18]1[CH:23]=[CH:22][C:21]([NH:24][S:25]([CH3:28])(=[O:27])=[O:26])=[CH:20][C:19]=1B1OC(C)(C)C(C)(C)O1.C([O-])([O-])=O.[K+].[K+]. The catalyst is CN(C=O)C.C1C=CC(P(C2C=CC=CC=2)[C-]2C=CC=C2)=CC=1.C1C=CC(P(C2C=CC=CC=2)[C-]2C=CC=C2)=CC=1.Cl[Pd]Cl.[Fe+2]. The product is [CH:8]1([N:6]2[C:5](=[O:12])[C:4]([CH3:13])=[CH:3][C:2]([C:23]3[CH:22]=[C:21]([NH:24][S:25]([CH3:28])(=[O:26])=[O:27])[CH:20]=[CH:19][C:18]=3[O:17][C:16]3[CH:38]=[CH:39][C:40]([F:42])=[CH:41][C:15]=3[F:14])=[CH:7]2)[CH2:11][CH2:10][CH2:9]1. The yield is 0.320. (4) The reactants are [Cl:1][C:2]1[CH:23]=[CH:22][CH:21]=[C:20]([OH:24])[C:3]=1[CH2:4][CH:5]1[CH2:9][CH2:8][N:7]([C@@H:10]2[C:18]3[C:13](=[CH:14][CH:15]=[CH:16][CH:17]=3)[CH2:12][CH2:11]2)[C:6]1=[O:19].[CH2:25](Br)[C:26]#[CH:27].C(=O)([O-])[O-].[K+].[K+].O. The catalyst is CN(C)C=O. The product is [Cl:1][C:2]1[CH:23]=[CH:22][CH:21]=[C:20]([O:24][CH2:27][C:26]#[CH:25])[C:3]=1[CH2:4][CH:5]1[CH2:9][CH2:8][N:7]([C@@H:10]2[C:18]3[C:13](=[CH:14][CH:15]=[CH:16][CH:17]=3)[CH2:12][CH2:11]2)[C:6]1=[O:19]. The yield is 0.780. (5) The reactants are C(OC[N:9]1[C:13]2[N:14]=[N:15][CH:16]=[C:17]([C:18]3[CH:19]=[N:20][N:21]([CH:23]4[CH2:27][CH2:26][CH2:25][CH:24]4COS(C)(=O)=O)[CH:22]=3)[C:12]=2[CH:11]=[CH:10]1)(=O)C(C)(C)C.[C-]#[N:35].[K+].C1O[CH2:53][CH2:52]OCCOCCOCCOCCOC1. The catalyst is CN(C=O)C.[Cl-].C([N+](CC)(CC)CC)C. The product is [N:14]1[C:13]2[NH:9][CH:10]=[CH:11][C:12]=2[C:17]([C:18]2[CH:19]=[N:20][N:21]([CH:23]3[CH2:27][CH2:26][CH2:25][CH:24]3[CH2:52][C:53]#[N:35])[CH:22]=2)=[CH:16][N:15]=1. The yield is 0.310. (6) The reactants are [O:1]1[CH:5]=[CH:4][CH:3]=[C:2]1[C:6](Cl)=[O:7].[Cl:9][C:10]1[CH:11]=[C:12]2[C:17](=[CH:18][CH:19]=1)[N:16]([CH3:20])[C:15](=[O:21])[C:14]([C:22]#[N:23])=[C:13]2[N:24]1[CH2:29][CH2:28][NH:27][CH2:26][CH2:25]1. The catalyst is N1C=CC=CC=1. The product is [Cl:9][C:10]1[CH:11]=[C:12]2[C:17](=[CH:18][CH:19]=1)[N:16]([CH3:20])[C:15](=[O:21])[C:14]([C:22]#[N:23])=[C:13]2[N:24]1[CH2:25][CH2:26][N:27]([C:6]([C:2]2[O:1][CH:5]=[CH:4][CH:3]=2)=[O:7])[CH2:28][CH2:29]1. The yield is 0.680. (7) The reactants are [Na+].[I-:2].CN[C@@H]1CCCC[C@H]1NC.Br[C:14]1[CH:19]=[CH:18][CH:17]=[CH:16][C:15]=1[CH:20]1[CH2:25][CH2:24][CH2:23][CH2:22][CH2:21]1.C(O)CCCC. The catalyst is [Cu]I. The product is [I:2][C:14]1[CH:19]=[CH:18][CH:17]=[CH:16][C:15]=1[CH:20]1[CH2:25][CH2:24][CH2:23][CH2:22][CH2:21]1. The yield is 0.990. (8) The reactants are [NH2:1][CH2:2][C:3]1[CH:12]=[CH:11][CH:10]=[CH:9][C:4]=1[CH2:5][N:6]([CH3:8])[CH3:7].Br[C:14]1[CH:23]=[N:22][CH:21]=[CH:20][C:15]=1[C:16]([O:18][CH3:19])=[O:17]. No catalyst specified. The product is [CH3:7][N:6]([CH2:5][C:4]1[CH:9]=[CH:10][CH:11]=[CH:12][C:3]=1[CH2:2][NH:1][C:20]1[CH:21]=[N:22][CH:23]=[CH:14][C:15]=1[C:16]([O:18][CH3:19])=[O:17])[CH3:8]. The yield is 0.650. (9) The reactants are Cl[CH2:2][CH2:3][NH:4][C:5](=O)[CH3:6].P(Cl)(Cl)(Cl)(Cl)Cl.C1(C)C=CC=CC=1.Cl.[NH2:22][C:23]1[CH:24]=[C:25]([C:29]2[O:30][CH:31]=[CH:32][C:33]=2[C:34]([O:36][CH2:37][CH3:38])=[O:35])[CH:26]=[CH:27][CH:28]=1. The catalyst is C(OCC)(=O)C. The product is [CH3:6][C:5]1[N:22]([C:23]2[CH:24]=[C:25]([C:29]3[O:30][CH:31]=[CH:32][C:33]=3[C:34]([O:36][CH2:37][CH3:38])=[O:35])[CH:26]=[CH:27][CH:28]=2)[CH2:2][CH2:3][N:4]=1. The yield is 0.730. (10) The reactants are [CH2:1]([N:3]([CH2:38][CH3:39])[CH2:4][CH2:5][CH2:6][NH:7][C:8]1[N:9]=[C:10]([C:27]2[CH:28]=[C:29]([CH:33]=[C:34]([F:37])[C:35]=2[CH3:36])[C:30](O)=[O:31])[C:11]2[CH:17]=[CH:16][C:15](=[O:18])[N:14]([C:19]3[C:24]([F:25])=[CH:23][CH:22]=[CH:21][C:20]=3[F:26])[C:12]=2[N:13]=1)[CH3:2].CN(C(O[N:55]1N=[N:55][C:50]2[CH:51]=[CH:52][CH:52]=[CH:51][C:50]1=2)=[N+](C)C)C.F[P-](F)(F)(F)(F)F.C(N(CC)CC)C.C1(N)CC1. The catalyst is CN(C=O)C. The product is [CH:50]1([NH:55][C:30](=[O:31])[C:29]2[CH:33]=[C:34]([F:37])[C:35]([CH3:36])=[C:27]([C:10]3[C:11]4[CH:17]=[CH:16][C:15](=[O:18])[N:14]([C:19]5[C:24]([F:25])=[CH:23][CH:22]=[CH:21][C:20]=5[F:26])[C:12]=4[N:13]=[C:8]([NH:7][CH2:6][CH2:5][CH2:4][N:3]([CH2:38][CH3:39])[CH2:1][CH3:2])[N:9]=3)[CH:28]=2)[CH2:52][CH2:51]1. The yield is 0.600.